This data is from Merck oncology drug combination screen with 23,052 pairs across 39 cell lines. The task is: Regression. Given two drug SMILES strings and cell line genomic features, predict the synergy score measuring deviation from expected non-interaction effect. Drug 1: COC1CC2CCC(C)C(O)(O2)C(=O)C(=O)N2CCCCC2C(=O)OC(C(C)CC2CCC(OP(C)(C)=O)C(OC)C2)CC(=O)C(C)C=C(C)C(O)C(OC)C(=O)C(C)CC(C)C=CC=CC=C1C. Drug 2: CNC(=O)c1cc(Oc2ccc(NC(=O)Nc3ccc(Cl)c(C(F)(F)F)c3)cc2)ccn1. Cell line: VCAP. Synergy scores: synergy=18.8.